From a dataset of Catalyst prediction with 721,799 reactions and 888 catalyst types from USPTO. Predict which catalyst facilitates the given reaction. (1) Reactant: C([O-])(=O)C.[Na+].[CH3:6][C:7]1[CH:12]=[C:11]([NH:13][CH2:14][C:15]([F:18])([F:17])[F:16])[N:10]=[C:9]([S:19][CH3:20])[N:8]=1.Cl[I:22].S([O-])([O-])(=O)=S.[Na+].[Na+]. Product: [I:22][C:12]1[C:7]([CH3:6])=[N:8][C:9]([S:19][CH3:20])=[N:10][C:11]=1[NH:13][CH2:14][C:15]([F:17])([F:18])[F:16]. The catalyst class is: 86. (2) Reactant: [NH2:1][C:2]1[CH:3]=[C:4]2[C:17](=[CH:18][CH:19]=1)[CH2:16][C:6]1([C:14]3[C:9](=[N:10][CH:11]=[CH:12][CH:13]=3)[NH:8][C:7]1=[O:15])[CH2:5]2.Cl[C:21]1[N:26]=[CH:25][N:24]=[C:23]([C:27]([N:29]2[C:37]3[C:32](=[CH:33][CH:34]=[CH:35][CH:36]=3)[CH2:31][CH:30]2[CH2:38][CH3:39])=[O:28])[CH:22]=1.Cl. Product: [CH2:38]([CH:30]1[CH2:31][C:32]2[C:37](=[CH:36][CH:35]=[CH:34][CH:33]=2)[N:29]1[C:27]([C:23]1[N:24]=[CH:25][N:26]=[C:21]([NH:1][C:2]2[CH:3]=[C:4]3[C:17](=[CH:18][CH:19]=2)[CH2:16][C:6]2([C:14]4[C:9](=[N:10][CH:11]=[CH:12][CH:13]=4)[NH:8][C:7]2=[O:15])[CH2:5]3)[CH:22]=1)=[O:28])[CH3:39]. The catalyst class is: 41. (3) Reactant: [Cl:1][C:2]1[CH:25]=[CH:24][C:5]([O:6][CH2:7][C:8]([N:10]2[C:16]3[CH:17]=[CH:18][CH:19]=[CH:20][C:15]=3[CH2:14][N:13]3[CH:21]=[CH:22][CH:23]=[C:12]3[CH2:11]2)=[O:9])=[C:4]([CH3:26])[CH:3]=1.C(N(CC)CC)C.[Cl:34][C:35]([Cl:40])([Cl:39])[C:36](Cl)=[O:37]. Product: [Cl:34][C:35]([Cl:40])([Cl:39])[C:36]([C:21]1[N:13]2[C:12]([CH2:11][N:10]([C:8](=[O:9])[CH2:7][O:6][C:5]3[CH:24]=[CH:25][C:2]([Cl:1])=[CH:3][C:4]=3[CH3:26])[C:16]3[CH:17]=[CH:18][CH:19]=[CH:20][C:15]=3[CH2:14]2)=[CH:23][CH:22]=1)=[O:37]. The catalyst class is: 4. (4) Reactant: [Li+].[CH3:2][Si]([N-][Si](C)(C)C)(C)C.[Si:11]([O:18][CH2:19][C:20]1[S:24][C:23]([CH2:25][C:26]([O:28][CH3:29])=[O:27])=[CH:22][CH:21]=1)([C:14]([CH3:17])([CH3:16])[CH3:15])([CH3:13])[CH3:12].Br[C:31]1[C:32](C)=[C:33]2[C:38](=[O:39])[NH:37][C:35](=[O:36])[C:34]2=[CH:40][CH:41]=1. Product: [Si:11]([O:18][CH2:19][C:20]1[S:24][C:23]([CH:25]([CH2:2][N:37]2[C:38](=[O:39])[C:33]3[C:34](=[CH:40][CH:41]=[CH:31][CH:32]=3)[C:35]2=[O:36])[C:26]([O:28][CH3:29])=[O:27])=[CH:22][CH:21]=1)([C:14]([CH3:17])([CH3:16])[CH3:15])([CH3:12])[CH3:13]. The catalyst class is: 1. (5) Reactant: C([O:3][C:4]([C:6]1([NH:15][C:16]([CH:18]2[CH2:23][CH:22]3[CH2:24][CH:19]2[CH2:20][CH2:21]3)=[O:17])[CH2:14][C:13]2[C:8](=[CH:9][CH:10]=[CH:11][CH:12]=2)[CH2:7]1)=[O:5])C.[OH-].[K+].O. Product: [CH:19]12[CH2:24][CH:22]([CH2:21][CH2:20]1)[CH2:23][CH:18]2[C:16]([NH:15][C:6]1([C:4]([OH:5])=[O:3])[CH2:7][C:8]2[C:13](=[CH:12][CH:11]=[CH:10][CH:9]=2)[CH2:14]1)=[O:17]. The catalyst class is: 14. (6) Reactant: C[C:2]1[C:11]([CH:12]=O)=[C:5]2[CH:6]=[C:7](C)[CH:8]=[CH:9][N:4]2[N:3]=1.[CH3:14][C:15]1[CH:20]=[CH:19][C:18]([N+:21]([O-:23])=[O:22])=[CH:17][C:16]=1[S:24]([NH:27][NH2:28])(=[O:26])=[O:25].C1C[O:32][CH2:31]C1.[CH3:34]O. Product: [CH3:31][O:32][C:7]1[CH:8]=[CH:9][N:4]2[N:3]=[CH:2][C:11]([CH:12]=[N:28][N:27]([CH3:34])[S:24]([C:16]3[CH:17]=[C:18]([N+:21]([O-:23])=[O:22])[CH:19]=[CH:20][C:15]=3[CH3:14])(=[O:25])=[O:26])=[C:5]2[CH:6]=1. The catalyst class is: 28. (7) Reactant: [CH2:1]([N:3]([CH2:26][CH:27]1[CH2:31][CH2:30][CH2:29][O:28]1)[C:4]1[C:5]2[CH2:25][NH:24][CH2:23][CH2:22][C:6]=2[N:7]=[C:8]([NH:10][C:11]2[CH:16]=[CH:15][C:14]([C:17]3[O:21][CH:20]=[N:19][CH:18]=3)=[CH:13][CH:12]=2)[N:9]=1)[CH3:2].[C:32](O)(=[O:34])[CH3:33].C(O)C=O.C([BH3-])#N.[Na+]. Product: [CH2:1]([N:3]([CH2:26][CH:27]1[CH2:31][CH2:30][CH2:29][O:28]1)[C:4]1[C:5]2[CH2:25][N:24]([CH2:33][CH2:32][OH:34])[CH2:23][CH2:22][C:6]=2[N:7]=[C:8]([NH:10][C:11]2[CH:12]=[CH:13][C:14]([C:17]3[O:21][CH:20]=[N:19][CH:18]=3)=[CH:15][CH:16]=2)[N:9]=1)[CH3:2]. The catalyst class is: 5. (8) Reactant: B(Br)(Br)Br.C[O:6][C:7]1[CH:12]=[CH:11][N:10]2[N:13]=[C:14]([C:26]3[CH:31]=[CH:30][CH:29]=[CH:28][CH:27]=3)[C:15]([C:16]3[CH:17]=[CH:18][C:19](=[O:25])[N:20]([CH:22]([CH3:24])[CH3:23])[N:21]=3)=[C:9]2[CH:8]=1.O. Product: [OH:6][C:7]1[CH:12]=[CH:11][N:10]2[N:13]=[C:14]([C:26]3[CH:27]=[CH:28][CH:29]=[CH:30][CH:31]=3)[C:15]([C:16]3[CH:17]=[CH:18][C:19](=[O:25])[N:20]([CH:22]([CH3:24])[CH3:23])[N:21]=3)=[C:9]2[CH:8]=1. The catalyst class is: 4. (9) Reactant: Cl.[CH2:2]([N:9]1[CH2:16][CH2:15][C:12]2([CH2:14][CH2:13]2)[C:11](=[O:17])[CH2:10]1)[C:3]1[CH:8]=[CH:7][CH:6]=[CH:5][CH:4]=1.C1N=C(N)C2N=CN([C@@H]3O[C@H](COP(OP(OC[C@H]4O[C@@H](N5C=C(C(N)=O)CC=C5)[C@H](O)[C@@H]4O)(O)=O)(O)=O)[C@@H](O)[C@H]3O)C=2N=1.[OH-].[Na+].[Cl-].[Mg+2].[Cl-]. Product: [CH2:2]([N:9]1[CH2:16][CH2:15][C:12]2([CH2:13][CH2:14]2)[C@H:11]([OH:17])[CH2:10]1)[C:3]1[CH:4]=[CH:5][CH:6]=[CH:7][CH:8]=1. The catalyst class is: 41.